Dataset: Catalyst prediction with 721,799 reactions and 888 catalyst types from USPTO. Task: Predict which catalyst facilitates the given reaction. (1) Reactant: [Cl:1][C:2]1[N:7]=[N:6][C:5]([NH:8][NH2:9])=[C:4]([S:10]([CH3:13])(=[O:12])=[O:11])[CH:3]=1.[N:14]#[C:15]Br. Product: [Cl:1][C:2]1[CH:3]=[C:4]([S:10]([CH3:13])(=[O:12])=[O:11])[C:5]2[N:6]([C:15]([NH2:14])=[N:9][N:8]=2)[N:7]=1. The catalyst class is: 5. (2) Reactant: C([O:3][C:4](=O)[CH2:5][O:6][C:7]1[C:12]([N+:13]([O-])=O)=[CH:11][C:10]([Br:16])=[CH:9][N:8]=1)C. Product: [Br:16][C:10]1[CH:11]=[C:12]2[C:7]([O:6][CH2:5][C:4](=[O:3])[NH:13]2)=[N:8][CH:9]=1. The catalyst class is: 180. (3) Reactant: [C@H:1]12[CH2:7][C@H:4]([CH:5]=[CH:6]1)[CH2:3][CH:2]2[CH2:8][O:9][C:10]1[CH:15]=[CH:14][C:13]([S:16]([NH2:19])(=[O:18])=[O:17])=[CH:12][C:11]=1[N+:20]([O-:22])=[O:21].C[N+]1([O-])CC[O:27]CC1.[OH2:31]. Product: [OH:31][C@@H:5]1[C@H:6]([OH:27])[C@@H:1]2[CH2:7][C@H:4]1[CH2:3][CH:2]2[CH2:8][O:9][C:10]1[CH:15]=[CH:14][C:13]([S:16]([NH2:19])(=[O:18])=[O:17])=[CH:12][C:11]=1[N+:20]([O-:22])=[O:21]. The catalyst class is: 7. (4) Reactant: [NH2:1][C:2]1[C:3]([CH3:13])=[CH:4][C:5]([Br:12])=[C:6]([CH:11]=1)[C:7]([NH:9][CH3:10])=[O:8].CCN(C(C)C)C(C)C.[Cl:23][CH2:24][C:25](Cl)=[O:26].O. Product: [Br:12][C:5]1[CH:4]=[C:3]([CH3:13])[C:2]([NH:1][C:25](=[O:26])[CH2:24][Cl:23])=[CH:11][C:6]=1[C:7]([NH:9][CH3:10])=[O:8]. The catalyst class is: 21. (5) Reactant: Br[C:2]1[CH:3]=[C:4]([C:13]([O:16][CH3:17])=[CH:14][CH:15]=1)[CH2:5][CH:6]1[CH2:10][O:9][C:8]([CH3:12])([CH3:11])[O:7]1.C([Li])CCC.CN(C)[CH:25]=[O:26]. Product: [CH3:11][C:8]1([CH3:12])[O:7][CH:6]([CH2:5][C:4]2[CH:3]=[C:2]([CH:15]=[CH:14][C:13]=2[O:16][CH3:17])[CH:25]=[O:26])[CH2:10][O:9]1. The catalyst class is: 7. (6) Reactant: C1C2C(COC([NH:18][CH2:19][CH2:20][CH2:21][N:22]([CH3:49])[C:23]([CH2:25][CH2:26][N:27]3[CH2:32][CH2:31][CH:30]([O:33][C:34](=[O:48])[NH:35][C:36]4[CH:41]=[CH:40][CH:39]=[CH:38][C:37]=4[C:42]4[CH:47]=[CH:46][CH:45]=[CH:44][CH:43]=4)[CH2:29][CH2:28]3)=[O:24])=O)C3C(=CC=CC=3)C=2C=CC=1.N1CCCCC1. Product: [NH2:18][CH2:19][CH2:20][CH2:21][N:22]([CH3:49])[C:23]([CH2:25][CH2:26][N:27]1[CH2:28][CH2:29][CH:30]([O:33][C:34](=[O:48])[NH:35][C:36]2[CH:41]=[CH:40][CH:39]=[CH:38][C:37]=2[C:42]2[CH:43]=[CH:44][CH:45]=[CH:46][CH:47]=2)[CH2:31][CH2:32]1)=[O:24]. The catalyst class is: 2. (7) Reactant: [F:1][C:2]1[CH:7]=[CH:6][C:5]([C@H:8]([CH2:12][CH:13]=[CH2:14])[CH2:9][NH:10][CH3:11])=[CH:4][CH:3]=1.[Br:15][C:16]1[CH:17]=[C:18]([CH:22]=[C:23]([C:25]([F:28])([F:27])[F:26])[CH:24]=1)[C:19]([OH:21])=O.CN(C(ON1N=NC2C=CC=CC1=2)=[N+](C)C)C.[B-](F)(F)(F)F.CCN(C(C)C)C(C)C. Product: [Br:15][C:16]1[CH:17]=[C:18]([CH:22]=[C:23]([C:25]([F:28])([F:27])[F:26])[CH:24]=1)[C:19]([N:10]([CH2:9][C@H:8]([C:5]1[CH:4]=[CH:3][C:2]([F:1])=[CH:7][CH:6]=1)[CH2:12][CH:13]=[CH2:14])[CH3:11])=[O:21]. The catalyst class is: 3.